From a dataset of Forward reaction prediction with 1.9M reactions from USPTO patents (1976-2016). Predict the product of the given reaction. (1) Given the reactants [CH2:1]([N:3]1[CH2:8][C:7]([CH3:10])([CH3:9])[O:6][C:5](=[O:11])[CH:4]1[CH2:12][C:13]([OH:15])=O)[CH3:2].C(N(C(C)C)CC)(C)C.CN(C(ON1N=NC2C=CC=NC1=2)=[N+](C)C)C.F[P-](F)(F)(F)(F)F.[CH3:49][NH:50][C:51]1[CH:56]=[CH:55][CH:54]=[CH:53][CH:52]=1, predict the reaction product. The product is: [CH2:1]([N:3]1[CH2:8][C:7]([CH3:9])([CH3:10])[O:6][C:5](=[O:11])[CH:4]1[CH2:12][C:13]([N:50]([CH3:49])[C:51]1[CH:56]=[CH:55][CH:54]=[CH:53][CH:52]=1)=[O:15])[CH3:2]. (2) Given the reactants Br[C:2]1[CH:3]=[CH:4][C:5]2[O:11][CH2:10][CH2:9][N:8]3[CH:12]=[C:13]([C:15]([NH2:17])=[O:16])[N:14]=[C:7]3[C:6]=2[CH:18]=1.C([Si]([O:26][CH2:27][C:28]([CH3:32])([CH3:31])[C:29]#[CH:30])(C)C)(C)(C)C.[Si](O[Si](C(C)(C)C)(C)C)(C(C)(C)C)(C)C, predict the reaction product. The product is: [OH:26][CH2:27][C:28]([CH3:32])([CH3:31])[C:29]#[C:30][C:2]1[CH:3]=[CH:4][C:5]2[O:11][CH2:10][CH2:9][N:8]3[CH:12]=[C:13]([C:15]([NH2:17])=[O:16])[N:14]=[C:7]3[C:6]=2[CH:18]=1. (3) The product is: [CH:17]1([C:2]2[C:8]([F:9])=[CH:7][C:5]([NH2:6])=[CH:4][C:3]=2[F:10])[CH2:19][CH2:18]1. Given the reactants Br[C:2]1[C:8]([F:9])=[CH:7][C:5]([NH2:6])=[CH:4][C:3]=1[F:10].C(=O)([O-])[O-].[Cs+].[Cs+].[CH:17]1([B-](F)(F)F)[CH2:19][CH2:18]1.[K], predict the reaction product. (4) Given the reactants [F:1][C:2]1[C:7]([F:8])=[CH:6][CH:5]=[CH:4][C:3]=1[CH2:9][CH2:10][C:11]([OH:13])=O.C(Cl)(=O)C(Cl)=O.[Al+3].[Cl-].[Cl-].[Cl-], predict the reaction product. The product is: [F:1][C:2]1[C:7]([F:8])=[CH:6][CH:5]=[C:4]2[C:3]=1[CH2:9][CH2:10][C:11]2=[O:13]. (5) Given the reactants [CH2:1]([O:3][C:4]([N:6]1[CH2:11][CH2:10][N:9](C(OCC2C=CC=CC=2)=O)[C@H:8]([CH3:22])[CH2:7]1)=[O:5])[CH3:2], predict the reaction product. The product is: [CH2:1]([O:3][C:4]([N:6]1[CH2:11][CH2:10][NH:9][C@H:8]([CH3:22])[CH2:7]1)=[O:5])[CH3:2].